Dataset: NCI-60 drug combinations with 297,098 pairs across 59 cell lines. Task: Regression. Given two drug SMILES strings and cell line genomic features, predict the synergy score measuring deviation from expected non-interaction effect. (1) Drug 1: C1CN(P(=O)(OC1)NCCCl)CCCl. Drug 2: CC(C)CN1C=NC2=C1C3=CC=CC=C3N=C2N. Cell line: T-47D. Synergy scores: CSS=3.96, Synergy_ZIP=1.06, Synergy_Bliss=7.83, Synergy_Loewe=0.969, Synergy_HSA=2.21. (2) Drug 1: C1CCC(C1)C(CC#N)N2C=C(C=N2)C3=C4C=CNC4=NC=N3. Drug 2: C1=NC2=C(N=C(N=C2N1C3C(C(C(O3)CO)O)O)F)N. Cell line: HCC-2998. Synergy scores: CSS=5.42, Synergy_ZIP=-2.94, Synergy_Bliss=-11.4, Synergy_Loewe=-35.6, Synergy_HSA=-14.8.